This data is from Full USPTO retrosynthesis dataset with 1.9M reactions from patents (1976-2016). The task is: Predict the reactants needed to synthesize the given product. (1) The reactants are: IC1C=CC=CC=1C(O)=O.[NH2:11][CH2:12][C@@H:13]1[C@H:18]([CH3:19])[CH2:17][CH2:16][CH2:15][N:14]1[C:20]([C:22]1[CH:27]=[CH:26][CH:25]=[CH:24][C:23]=1[C:28]1[N:33]=[CH:32][CH:31]=[CH:30][N:29]=1)=[O:21].F[C:35]1[CH:40]=[CH:39][C:38]([C:41]([F:44])([F:43])[F:42])=[CH:37][N:36]=1. Given the product [CH3:19][C@@H:18]1[CH2:17][CH2:16][CH2:15][N:14]([C:20]([C:22]2[CH:27]=[CH:26][CH:25]=[CH:24][C:23]=2[C:28]2[N:29]=[CH:30][CH:31]=[CH:32][N:33]=2)=[O:21])[C@@H:13]1[CH2:12][NH:11][C:35]1[CH:40]=[CH:39][C:38]([C:41]([F:44])([F:43])[F:42])=[CH:37][N:36]=1, predict the reactants needed to synthesize it. (2) Given the product [O:1]=[C:2]1[CH2:8][C:7]([C:9]2[CH:10]=[C:11]([CH:14]=[CH:15][CH:16]=2)[C:12]#[N:13])=[N:6][C:5]2[CH:17]=[CH:18][C:19]([CH:21]=[CH:22][C:23]3[CH:28]=[CH:27][CH:26]=[CH:25][CH:24]=3)=[CH:20][C:4]=2[NH:3]1, predict the reactants needed to synthesize it. The reactants are: [O:1]=[C:2]1[CH2:8][C:7]([C:9]2[CH:10]=[C:11]([CH:14]=[CH:15][CH:16]=2)[C:12]#[N:13])=[N:6][C:5]2[CH:17]=[CH:18][C:19]([C:21]#[C:22][C:23]3[CH:28]=[CH:27][CH:26]=[CH:25][CH:24]=3)=[CH:20][C:4]=2[NH:3]1.C1CCCCC=1. (3) Given the product [Br:1][C:2]1[CH:3]=[CH:4][C:5]2[NH:6][C:7]3[C:12]([C:13]=2[C:14]=1[O:15][CH2:16][C@@H:17]([OH:18])[CH2:19][NH:6][CH2:5][CH:13]1[CH2:14][CH2:2][N:39]([S:36]([C:29]2[CH:28]=[CH:33][C:32]([O:34][CH3:35])=[CH:31][CH:30]=2)(=[O:37])=[O:38])[CH2:11][CH2:12]1)=[CH:11][CH:10]=[CH:9][CH:8]=3, predict the reactants needed to synthesize it. The reactants are: [Br:1][C:2]1[CH:3]=[CH:4][C:5]2[NH:6][C:7]3[C:12]([C:13]=2[C:14]=1[O:15][CH2:16][C@@H:17]1[CH2:19][O:18]1)=[CH:11][CH:10]=[CH:9][CH:8]=3.NCC1CCN([C:28]2[CH:33]=[C:32]([O:34][CH3:35])[CH:31]=[CH:30][C:29]=2[S:36]([NH2:39])(=[O:38])=[O:37])CC1. (4) Given the product [F:1][C:2]1[CH:7]=[CH:6][C:5]([C:8]2[C:13](/[CH:14]=[CH:15]/[C@@H:16]([OH:21])[CH2:17][C:34](=[O:36])[CH2:33][C:32]([O:38][CH3:39])=[O:37])=[C:12]([CH:22]([CH3:24])[CH3:23])[N:11]=[C:10]([N:25]([CH3:30])[S:26]([CH3:29])(=[O:28])=[O:27])[N:9]=2)=[CH:4][CH:3]=1, predict the reactants needed to synthesize it. The reactants are: [F:1][C:2]1[CH:7]=[CH:6][C:5]([C:8]2[C:13](/[CH:14]=[CH:15]/[C@@H:16]([OH:21])[CH2:17]C(O)=O)=[C:12]([CH:22]([CH3:24])[CH3:23])[N:11]=[C:10]([N:25]([CH3:30])[S:26]([CH3:29])(=[O:28])=[O:27])[N:9]=2)=[CH:4][CH:3]=1.[K+].[C:32]([O:38][CH3:39])(=[O:37])[CH2:33][C:34]([O-:36])=O.[Cl-].[Mg+2].[Cl-].C(N(CC)CC)C. (5) Given the product [CH3:25][S:26]([C:29]1[CH:34]=[CH:33][C:32]([C:7]2[CH:2]=[CH:3][C:4]([C:21]([F:24])([F:23])[F:22])=[C:5]([C:8]([N:10]3[CH2:14][CH2:13][CH2:12][C@H:11]3[CH2:15][N:16]3[CH2:20][CH2:19][CH2:18][CH2:17]3)=[O:9])[CH:6]=2)=[CH:31][CH:30]=1)(=[O:28])=[O:27], predict the reactants needed to synthesize it. The reactants are: Br[C:2]1[CH:7]=[CH:6][C:5]([C:8]([N:10]2[CH2:14][CH2:13][CH2:12][C@H:11]2[CH2:15][N:16]2[CH2:20][CH2:19][CH2:18][CH2:17]2)=[O:9])=[C:4]([C:21]([F:24])([F:23])[F:22])[CH:3]=1.[CH3:25][S:26]([C:29]1[CH:34]=[CH:33][C:32](B(O)O)=[CH:31][CH:30]=1)(=[O:28])=[O:27]. (6) Given the product [CH2:53]([N:60]1[CH2:65][CH2:64][CH:63]([NH:66][C:37]([C:35]2[N:36]=[C:32]([NH:31][C:29](=[O:30])[C:28]3[CH:40]=[CH:41][C:42]([F:43])=[C:26]([Cl:25])[CH:27]=3)[S:33][CH:34]=2)=[O:39])[CH2:62][CH2:61]1)[C:54]1[CH:55]=[CH:56][CH:57]=[CH:58][CH:59]=1, predict the reactants needed to synthesize it. The reactants are: CN(C(ON1N=NC2C=CC=NC1=2)=[N+](C)C)C.F[P-](F)(F)(F)(F)F.[Cl:25][C:26]1[CH:27]=[C:28]([CH:40]=[CH:41][C:42]=1[F:43])[C:29]([NH:31][C:32]1[S:33][CH:34]=[C:35]([C:37]([OH:39])=O)[N:36]=1)=[O:30].C(N(C(C)C)CC)(C)C.[CH2:53]([N:60]1[CH2:65][CH2:64][CH:63]([NH2:66])[CH2:62][CH2:61]1)[C:54]1[CH:59]=[CH:58][CH:57]=[CH:56][CH:55]=1. (7) The reactants are: [Br:1][C:2]1[CH:3]=[C:4]2[C:8](=[CH:9][C:10]=1[F:11])[NH:7][C:6](=[O:12])[C:5]2=O.[OH-:14].[Na+].[N+:16]([O-])([O-])=O.[Na+].OS(O)(=O)=O.[Sn](Cl)Cl. Given the product [Br:1][C:2]1[CH:3]=[C:4]2[C:8](=[CH:9][C:10]=1[F:11])[NH:7][N:16]=[C:5]2[C:6]([OH:12])=[O:14], predict the reactants needed to synthesize it. (8) The reactants are: [Cl:1][C:2]1[C:7]2[CH2:8][CH:9]([C:10]#N)[C:6]=2[CH:5]=[CH:4][CH:3]=1.[OH-:12].[K+].[OH2:14]. Given the product [Cl:1][C:2]1[C:7]2[CH2:8][CH:9]([C:10]([OH:14])=[O:12])[C:6]=2[CH:5]=[CH:4][CH:3]=1, predict the reactants needed to synthesize it. (9) The reactants are: [Cl:1][C:2]1[CH:7]=[CH:6][N:5]=[C:4]([C:8]2[CH:9]=[C:10]([CH:13]=[O:14])[S:11][CH:12]=2)[CH:3]=1.[CH3:15][Mg]Br.O. Given the product [Cl:1][C:2]1[CH:7]=[CH:6][N:5]=[C:4]([C:8]2[CH:9]=[C:10]([CH:13]([OH:14])[CH3:15])[S:11][CH:12]=2)[CH:3]=1, predict the reactants needed to synthesize it.